This data is from Reaction yield outcomes from USPTO patents with 853,638 reactions. The task is: Predict the reaction yield, written as a fraction of the theoretical maximum amount of product (1.0 means a 100% yield; for example, 0.34 means a 34% yield). (1) The reactants are [F:1][C:2]1[C:11]2[CH:12]([CH2:14][CH2:15][NH:16][CH2:17][C@H:18]3[O:22][C:21](=[O:23])[N:20]([C:24]4[CH:25]=[CH:26][C:27]5[S:32][CH2:31][C:30](=[O:33])[NH:29][C:28]=5[CH:34]=4)[CH2:19]3)[CH2:13][N:9]3[C:10]=2[C:5]([CH:6]=[CH:7][C:8]3=[O:35])=[CH:4][CH:3]=1.[Si:36]([O:43][CH2:44][CH2:45][CH:46]=O)([C:39]([CH3:42])([CH3:41])[CH3:40])([CH3:38])[CH3:37]. No catalyst specified. The product is [C:39]([Si:36]([CH3:38])([CH3:37])[O:43][CH2:44][CH2:45][CH2:46][N:16]([CH2:17][CH:18]1[O:22][C:21](=[O:23])[N:20]([C:24]2[CH:25]=[CH:26][C:27]3[S:32][CH2:31][C:30](=[O:33])[NH:29][C:28]=3[CH:34]=2)[CH2:19]1)[CH2:15][CH2:14][CH:12]1[C:11]2=[C:10]3[C:5](=[CH:4][CH:3]=[C:2]2[F:1])[CH:6]=[CH:7][C:8](=[O:35])[N:9]3[CH2:13]1)([CH3:42])([CH3:41])[CH3:40]. The yield is 0.750. (2) The reactants are [C:1]([O:4][C:5]1[CH:10]=[C:9]([C:11](=O)/[CH:12]=[CH:13]/[N:14](C)C)[CH:8]=[CH:7][C:6]=1[S:18]([CH3:21])(=[O:20])=[O:19])(=O)C.[NH:22]([C:24]1[CH:25]=[C:26]([CH:29]=[CH:30][N:31]=1)[C:27]#[N:28])N. The catalyst is CCO.CC(O)=O. The product is [CH3:1][O:4][C:5]1[CH:10]=[C:9]([C:11]2[N:22]([C:24]3[CH:25]=[C:26]([C:27]#[N:28])[CH:29]=[CH:30][N:31]=3)[N:14]=[CH:13][CH:12]=2)[CH:8]=[CH:7][C:6]=1[S:18]([CH3:21])(=[O:20])=[O:19]. The yield is 0.140.